Dataset: Catalyst prediction with 721,799 reactions and 888 catalyst types from USPTO. Task: Predict which catalyst facilitates the given reaction. Reactant: [CH2:1]([N:3]1[C:9]2[CH:10]=[C:11]([N+:16]([O-])=O)[C:12]([O:14][CH3:15])=[CH:13][C:8]=2[C:7](=[O:19])[N:6]([CH2:20][CH3:21])[CH2:5][CH2:4]1)[CH3:2].C(O)C. Product: [NH2:16][C:11]1[C:12]([O:14][CH3:15])=[CH:13][C:8]2[C:7](=[O:19])[N:6]([CH2:20][CH3:21])[CH2:5][CH2:4][N:3]([CH2:1][CH3:2])[C:9]=2[CH:10]=1. The catalyst class is: 45.